Predict the reaction yield, written as a fraction of the theoretical maximum amount of product (1.0 means a 100% yield; for example, 0.34 means a 34% yield). From a dataset of Reaction yield outcomes from USPTO patents with 853,638 reactions. (1) The reactants are F[C:2]1[C:7]([F:8])=[CH:6][C:5]([I:9])=[CH:4][N:3]=1.[CH3:10][C:11]1([CH3:17])[CH2:15][NH:14][C:13](=[O:16])[NH:12]1.C(=O)([O-])[O-].[Cs+].[Cs+]. The catalyst is C1(C)C=CC=CC=1. The product is [F:8][C:7]1[C:2]([N:14]2[CH2:15][C:11]([CH3:17])([CH3:10])[NH:12][C:13]2=[O:16])=[N:3][CH:4]=[C:5]([I:9])[CH:6]=1. The yield is 0.490. (2) The reactants are [Br:1][C:2]1[CH:12]=[C:11](/[CH:13]=[CH:14]\[CH:15]([C:20]2[CH:25]=[C:24]([Cl:26])[C:23]([Cl:27])=[C:22]([Cl:28])[CH:21]=2)[C:16]([F:19])([F:18])[F:17])[CH:10]=[CH:9][C:3]=1[C:4]([O:6]CC)=[O:5].I[Si](C)(C)C. The catalyst is CC#N. The product is [Br:1][C:2]1[CH:12]=[C:11](/[CH:13]=[CH:14]\[CH:15]([C:20]2[CH:21]=[C:22]([Cl:28])[C:23]([Cl:27])=[C:24]([Cl:26])[CH:25]=2)[C:16]([F:19])([F:18])[F:17])[CH:10]=[CH:9][C:3]=1[C:4]([OH:6])=[O:5]. The yield is 0.420. (3) The reactants are [Br:1][C:2]1[CH:3]=[C:4]([N+:12]([O-:14])=[O:13])[C:5]2[N:9]=[C:8]([CH3:10])[NH:7][C:6]=2[CH:11]=1.BrC1NC2C=CC=CC=2N=1.Br[CH2:26][C:27]1[CH:32]=[CH:31][CH:30]=[CH:29][CH:28]=1.C([O-])([O-])=O.[K+].[K+]. The catalyst is CN(C=O)C. The product is [Br:1][C:2]1[CH:3]=[C:4]([N+:12]([O-:14])=[O:13])[C:5]2[N:9]=[C:8]([CH3:10])[N:7]([CH2:26][C:27]3[CH:32]=[CH:31][CH:30]=[CH:29][CH:28]=3)[C:6]=2[CH:11]=1. The yield is 0.930. (4) The reactants are [CH3:1][O:2][C:3](=[O:14])/[CH:4]=[CH:5]/[C:6]1[CH:11]=[C:10]([Cl:12])[CH:9]=[CH:8][C:7]=1[NH2:13].[O:15](C(OC(C)(C)C)=O)[C:16]([O:18][C:19]([CH3:22])([CH3:21])[CH3:20])=O. The catalyst is C1COCC1. The product is [CH3:1][O:2][C:3](=[O:14])/[CH:4]=[CH:5]/[C:6]1[CH:11]=[C:10]([Cl:12])[CH:9]=[CH:8][C:7]=1[NH:13][C:16]([O:18][C:19]([CH3:22])([CH3:21])[CH3:20])=[O:15]. The yield is 0.720. (5) The reactants are [Cl-].[Al+3].[Cl-].[Cl-].[Br:5][C:6]1[CH:11]=[C:10]([O:12]CC2C=CC=CC=2)[CH:9]=[C:8]([Br:20])[CH:7]=1.CN(C)C1C=CC=CC=1. The catalyst is C(Cl)Cl. The product is [Br:5][C:6]1[CH:11]=[C:10]([OH:12])[CH:9]=[C:8]([Br:20])[CH:7]=1. The yield is 0.820. (6) The product is [CH:1]([C:4]1[C:8]2[CH:9]=[CH:10][CH:11]=[CH:12][C:7]=2[O:6][C:5]=1[CH2:13][N:14]([CH3:15])[C:30](=[O:32])/[CH:29]=[CH:28]/[C:25]1[CH:26]=[N:27][C:21]2[NH:20][C:19](=[O:34])[CH2:18][O:23][C:22]=2[CH:24]=1)([CH3:3])[CH3:2]. The reactants are [CH:1]([C:4]1[C:8]2[CH:9]=[CH:10][CH:11]=[CH:12][C:7]=2[O:6][C:5]=1[CH2:13][NH:14][CH3:15])([CH3:3])[CH3:2].Cl.C[C:18]1(C)[O:23][C:22]2[CH:24]=[C:25]([CH:28]=[CH:29][C:30]([OH:32])=O)[CH:26]=[N:27][C:21]=2[NH:20][CH2:19]1.[OH:34]N1C2C=CC=CC=2N=N1.C(N(C(C)C)CC)(C)C.CN(C)CCCN=C=NCC. The yield is 0.0700. The catalyst is CN(C=O)C.O. (7) The reactants are Br[C:2]1[CH:3]=[C:4]([C:8]([C:11]2[S:12][CH:13]=[CH:14][N:15]=2)([OH:10])[CH3:9])[CH:5]=[N:6][CH:7]=1.B1(B2OC(C)(C)C(C)(C)O2)OC(C)(C)C(C)(C)O1.C([O-])(=O)C.[K+].Cl[C:40]1[C:49]2[C:44](=[CH:45][C:46]([N:50]3[CH2:55][CH2:54][O:53][CH2:52][CH2:51]3)=[CH:47][CH:48]=2)[N:43]=[CH:42][N:41]=1.C(=O)([O-])[O-].[Na+].[Na+]. The catalyst is C1(P(C2C=CC=CC=2)[C-]2C=CC=C2)C=CC=CC=1.[C-]1(P(C2C=CC=CC=2)C2C=CC=CC=2)C=CC=C1.[Fe+2].C1C=CC(P(C2C=CC=CC=2)[C-]2C=CC=C2)=CC=1.C1C=CC(P(C2C=CC=CC=2)[C-]2C=CC=C2)=CC=1.Cl[Pd]Cl.[Fe+2].C1CCC(P(C2CCCCC2)C2CCCCC2)CC1.C1CCC(P(C2CCCCC2)C2CCCCC2)CC1.[Cl-].[Cl-].[Pd+2]. The product is [N:50]1([C:46]2[CH:45]=[C:44]3[C:49]([C:40]([C:2]4[CH:3]=[C:4]([C:8]([C:11]5[S:12][CH:13]=[CH:14][N:15]=5)([OH:10])[CH3:9])[CH:5]=[N:6][CH:7]=4)=[N:41][CH:42]=[N:43]3)=[CH:48][CH:47]=2)[CH2:55][CH2:54][O:53][CH2:52][CH2:51]1. The yield is 0.530. (8) The reactants are CC(C)(O[C:5]([NH:7][C@H:8]([C:28]([O:30][CH3:31])=[O:29])[CH2:9][NH:10][C:11]([O:13][CH2:14][CH:15]1[C:27]2[CH:26]=[CH:25][CH:24]=[CH:23][C:22]=2[C:21]2[C:16]1=[CH:17][CH:18]=[CH:19][CH:20]=2)=[O:12])=[O:6])C.C1C2C(COC(NC[C@@H](C(OC)=O)N)=O)C3C(=CC=CC=3)C=2C=CC=1.F[C:59](F)(F)[C:60]([OH:62])=O.ClCCl.[Cl:68][C:69]1[CH:77]=[C:76]([C:78]([NH:80][CH2:81][C:82]2[CH:87]=CC=[C:84](O)[CH:83]=2)=[O:79])[CH:75]=[CH:74][C:70]=1C(O)=O.C1C=NC2N(O)N=NC=2C=1.C1(N=C=NC2CCCCC2)CCCCC1. The catalyst is CN(C)C=O.O. The product is [Cl:68][C:69]1[CH:77]=[C:76]([C:78]([NH:80][CH2:81][C:82]2[CH:83]=[CH:84][CH:59]=[C:60]([OH:62])[CH:87]=2)=[O:79])[CH:75]=[CH:74][C:70]=1[C:5]([NH:7][C@H:8]([C:28]([O:30][CH3:31])=[O:29])[CH2:9][NH:10][C:11]([O:13][CH2:14][CH:15]1[C:27]2[CH:26]=[CH:25][CH:24]=[CH:23][C:22]=2[C:21]2[C:16]1=[CH:17][CH:18]=[CH:19][CH:20]=2)=[O:12])=[O:6]. The yield is 0.620.